The task is: Regression. Given a peptide amino acid sequence and an MHC pseudo amino acid sequence, predict their binding affinity value. This is MHC class II binding data.. This data is from Peptide-MHC class II binding affinity with 134,281 pairs from IEDB. (1) The peptide sequence is DIHRLEPVKCDTLLC. The MHC is DRB1_0701 with pseudo-sequence DRB1_0701. The binding affinity (normalized) is 0.617. (2) The peptide sequence is FKDTSMQKTIPLVAL. The MHC is DRB3_0101 with pseudo-sequence DRB3_0101. The binding affinity (normalized) is 0.301. (3) The peptide sequence is LVNLLIFHINGKIIKNS. The MHC is DRB1_1201 with pseudo-sequence DRB1_1201. The binding affinity (normalized) is 0.135. (4) The peptide sequence is KQIANELNYILWENN. The MHC is DRB3_0101 with pseudo-sequence DRB3_0101. The binding affinity (normalized) is 0.638. (5) The peptide sequence is LNIKLNMPLYIAGNK. The MHC is HLA-DPA10103-DPB10401 with pseudo-sequence HLA-DPA10103-DPB10401. The binding affinity (normalized) is 0.140. (6) The peptide sequence is SHELMTMTRPILRLL. The binding affinity (normalized) is 0.532. The MHC is DRB1_0405 with pseudo-sequence DRB1_0405. (7) The peptide sequence is EKKYFAATFFEPLAA. The MHC is DRB1_0101 with pseudo-sequence DRB1_0101. The binding affinity (normalized) is 0.745. (8) The binding affinity (normalized) is 0.316. The MHC is HLA-DQA10301-DQB10302 with pseudo-sequence HLA-DQA10301-DQB10302. The peptide sequence is PEVKYTVFETALKKAITAMS.